Dataset: Peptide-MHC class I binding affinity with 185,985 pairs from IEDB/IMGT. Task: Regression. Given a peptide amino acid sequence and an MHC pseudo amino acid sequence, predict their binding affinity value. This is MHC class I binding data. (1) The peptide sequence is MITQFESLK. The MHC is HLA-A33:01 with pseudo-sequence HLA-A33:01. The binding affinity (normalized) is 0.0389. (2) The peptide sequence is GEMWAQDAA. The MHC is HLA-A03:01 with pseudo-sequence HLA-A03:01. The binding affinity (normalized) is 0. (3) The peptide sequence is YGWSYFHEAV. The MHC is Mamu-A2201 with pseudo-sequence Mamu-A2201. The binding affinity (normalized) is 0.